From a dataset of Full USPTO retrosynthesis dataset with 1.9M reactions from patents (1976-2016). Predict the reactants needed to synthesize the given product. (1) The reactants are: [CH3:1][C@H:2]1[NH:7][C@@H:6]([CH3:8])[CH2:5][N:4]([C:9]2[C:10]([F:21])=[CH:11][C:12]([O:19][CH3:20])=[C:13]([NH:15]C(=O)C)[CH:14]=2)[CH2:3]1.Cl. Given the product [CH3:1][C@H:2]1[NH:7][C@@H:6]([CH3:8])[CH2:5][N:4]([C:9]2[C:10]([F:21])=[CH:11][C:12]([O:19][CH3:20])=[C:13]([CH:14]=2)[NH2:15])[CH2:3]1, predict the reactants needed to synthesize it. (2) Given the product [CH3:1][O:2][C:3]1[CH:8]=[C:7]([O:9][CH3:10])[CH:6]=[CH:5][C:4]=1[C:11]1[CH:12]=[CH:13][C:14]([O:17][CH2:18][C:19]2[CH:20]=[C:21]([C:25]([NH:37][S:34]([C:28]3[CH:33]=[CH:32][CH:31]=[CH:30][CH:29]=3)(=[O:36])=[O:35])=[O:26])[O:22][C:23]=2[CH3:24])=[CH:15][CH:16]=1, predict the reactants needed to synthesize it. The reactants are: [CH3:1][O:2][C:3]1[CH:8]=[C:7]([O:9][CH3:10])[CH:6]=[CH:5][C:4]=1[C:11]1[CH:16]=[CH:15][C:14]([O:17][CH2:18][C:19]2[CH:20]=[C:21]([C:25](O)=[O:26])[O:22][C:23]=2[CH3:24])=[CH:13][CH:12]=1.[C:28]1([S:34]([NH2:37])(=[O:36])=[O:35])[CH:33]=[CH:32][CH:31]=[CH:30][CH:29]=1.Cl.CN(C)CCCN=C=NCC. (3) Given the product [CH3:1][C:2]1[CH2:7][CH2:6][C@@H:5]([C:8]([CH3:10])=[CH2:9])[CH2:4][CH:3]=1.[CH3:33][C:23]1[CH2:28][CH2:27][C:26](=[C:29]([CH3:31])[CH3:30])[CH2:25][CH:24]=1.[CH3:1][C:2]1[CH2:7][CH2:6][C:5]([OH:11])([CH:8]([CH3:9])[CH3:10])[CH2:4][CH:3]=1, predict the reactants needed to synthesize it. The reactants are: [CH3:1][C:2]1[CH2:7][CH2:6][C:5]([OH:11])([CH:8]([CH3:10])[CH3:9])[CH2:4][CH:3]=1.CC1(C)C(O)C2(C)CC1CC2.[C:23]12([CH3:33])[C:29]([CH3:31])([CH3:30])[CH:26]([CH2:27][CH2:28]1)[CH2:25][CH:24]2O.CS(O)(=O)=O.CC1CCC(C(O)(C)C)CC=1. (4) The reactants are: [CH:1]([C:4]1[CH:8]=[CH:7][N:6]([C:9]2[CH:18]=[C:17]([O:19][CH:20]3[CH2:37][CH:36]4[CH:22]([C:23](=[O:43])[N:24]([CH3:42])[CH2:25][CH2:26][CH2:27][CH2:28][CH:29]=[CH:30][CH:31]5[C:33]([C:39](O)=[O:40])([NH:34][C:35]4=[O:38])[CH2:32]5)[CH2:21]3)[C:16]3[C:11](=[C:12]([CH3:46])[C:13]([O:44][CH3:45])=[CH:14][CH:15]=3)[N:10]=2)[N:5]=1)([CH3:3])[CH3:2].[CH:47]1([S:50]([NH2:53])(=[O:52])=[O:51])[CH2:49][CH2:48]1.ClC1C(OC)=CC=C2C=1N=C(C1SC=C(C(C)C)N=1)C=C2OC1CC2C(C(=O)N(C)CCCCC=CC3C(C(NS(C4CC4)(=O)=O)=O)(NC2=O)C3)C1. Given the product [CH:1]([C:4]1[CH:8]=[CH:7][N:6]([C:9]2[CH:18]=[C:17]([O:19][CH:20]3[CH2:37][CH:36]4[CH:22]([C:23](=[O:43])[N:24]([CH3:42])[CH2:25][CH2:26][CH2:27][CH2:28][CH:29]=[CH:30][CH:31]5[C:33]([C:39]([NH:53][S:50]([CH:47]6[CH2:49][CH2:48]6)(=[O:52])=[O:51])=[O:40])([NH:34][C:35]4=[O:38])[CH2:32]5)[CH2:21]3)[C:16]3[C:11](=[C:12]([CH3:46])[C:13]([O:44][CH3:45])=[CH:14][CH:15]=3)[N:10]=2)[N:5]=1)([CH3:3])[CH3:2], predict the reactants needed to synthesize it. (5) Given the product [Br:1][C:2]1[CH:9]=[C:8]([O:13][CH3:12])[C:5]([C:6]#[N:7])=[C:4]([F:11])[CH:3]=1, predict the reactants needed to synthesize it. The reactants are: [Br:1][C:2]1[CH:9]=[C:8](F)[C:5]([C:6]#[N:7])=[C:4]([F:11])[CH:3]=1.[CH3:12][O-:13].[Na+]. (6) The reactants are: [Br:1][C:2]1[C:3]([Cl:10])=[N:4][C:5]([NH2:9])=[N:6][C:7]=1[CH3:8].[C:11]1(C)[CH:16]=[CH:15][C:14](S(O)(=O)=O)=[CH:13][CH:12]=1. Given the product [Br:1][C:2]1[C:3]([Cl:10])=[N:4][C:5]([N:9]2[C:13]([CH3:14])=[CH:12][CH:11]=[C:16]2[CH3:15])=[N:6][C:7]=1[CH3:8], predict the reactants needed to synthesize it.